From a dataset of Forward reaction prediction with 1.9M reactions from USPTO patents (1976-2016). Predict the product of the given reaction. (1) Given the reactants C(=O)([O-])[O-].[K+].[K+].[CH2:7]([NH2:15])[CH2:8][CH2:9][CH2:10][CH2:11][CH2:12][CH2:13][CH3:14].[CH:16]1[C:25]2[C:20](=[CH:21][CH:22]=[CH:23][CH:24]=2)[CH:19]=[CH:18][C:17]=1[O:26][CH2:27][CH2:28]Cl, predict the reaction product. The product is: [CH2:7]([NH:15][CH2:28][CH2:27][O:26][C:17]1[CH:18]=[CH:19][C:20]2[C:25](=[CH:24][CH:23]=[CH:22][CH:21]=2)[CH:16]=1)[CH2:8][CH2:9][CH2:10][CH2:11][CH2:12][CH2:13][CH3:14]. (2) The product is: [NH2:17][C:7]1[CH:8]=[C:9]([CH:15]=[CH:16][C:6]=1[NH:5][CH2:4][CH:1]1[CH2:3][CH2:2]1)[C:10]([O:12][CH2:13][CH3:14])=[O:11]. Given the reactants [CH:1]1([CH2:4][NH:5][C:6]2[CH:16]=[CH:15][C:9]([C:10]([O:12][CH2:13][CH3:14])=[O:11])=[CH:8][C:7]=2[N+:17]([O-])=O)[CH2:3][CH2:2]1.[H][H], predict the reaction product.